The task is: Predict which catalyst facilitates the given reaction.. This data is from Catalyst prediction with 721,799 reactions and 888 catalyst types from USPTO. (1) Reactant: Cl[C:2]1[CH:7]=[CH:6][N:5]2[N:8]=[CH:9][C:10]([CH:11]=[O:12])=[C:4]2[N:3]=1.[CH3:13][C:14]1[N:15]([C:19]2[CH:20]=[C:21]([CH:23]=[CH:24][CH:25]=2)[NH2:22])[CH:16]=[CH:17][N:18]=1. Product: [CH3:13][C:14]1[N:15]([C:19]2[CH:20]=[C:21]([NH:22][C:2]3[CH:7]=[CH:6][N:5]4[N:8]=[CH:9][C:10]([CH:11]=[O:12])=[C:4]4[N:3]=3)[CH:23]=[CH:24][CH:25]=2)[CH:16]=[CH:17][N:18]=1. The catalyst class is: 12. (2) The catalyst class is: 6. Reactant: Cl.[Br:2][C:3]1[CH:8]=[CH:7][C:6]([NH:9][NH2:10])=[CH:5][CH:4]=1.Cl.O.[C:13]([OH:17])(=[O:16])[CH:14]=O. Product: [Br:2][C:3]1[CH:8]=[CH:7][C:6]([NH:9]/[N:10]=[CH:14]/[C:13]([OH:17])=[O:16])=[CH:5][CH:4]=1. (3) Reactant: [CH3:1][N:2]([CH3:17])[C:3](=O)[CH2:4][CH2:5][C:6]1[CH:10]=[C:9]([C:11]2[S:12][CH:13]=[CH:14][CH:15]=2)[NH:8][CH:7]=1.[H-].[H-].[H-].[H-].[Li+].[Al+3]. Product: [CH3:17][N:2]([CH3:1])[CH2:3][CH2:4][CH2:5][C:6]1[CH:10]=[C:9]([C:11]2[S:12][CH:13]=[CH:14][CH:15]=2)[NH:8][CH:7]=1. The catalyst class is: 1. (4) Product: [Br-:10].[C:12]([CH2:11][N:3]1[C:2]([Cl:1])=[C:6]([Cl:7])[N+:5]([CH2:16][C:17]2[CH:26]=[CH:25][C:24]3[C:19](=[CH:20][CH:21]=[CH:22][CH:23]=3)[CH:18]=2)=[CH:4]1)([OH:14])=[O:13]. The catalyst class is: 10. Reactant: [Cl:1][C:2]1[N:3]=[CH:4][NH:5][C:6]=1[Cl:7].[OH-].[K+].[Br:10][CH2:11][C:12]([OH:14])=[O:13].Br[CH2:16][C:17]1[CH:26]=[CH:25][C:24]2[C:19](=[CH:20][CH:21]=[CH:22][CH:23]=2)[CH:18]=1.Br. (5) Reactant: [Si:1]([O:18][C:19]1[CH:20]=[C:21]([C:25]([C:27]2[C:35]3[C:30](=[CH:31][CH:32]=[CH:33][CH:34]=3)[NH:29][N:28]=2)=[O:26])[CH:22]=[CH:23][CH:24]=1)([C:14]([CH3:17])([CH3:16])[CH3:15])([C:8]1[CH:13]=[CH:12][CH:11]=[CH:10][CH:9]=1)[C:2]1[CH:7]=[CH:6][CH:5]=[CH:4][CH:3]=1.[H-].[Na+].I[CH2:39][CH:40]([CH3:42])[CH3:41].CCCCCC.C(OCC)(=O)C. The catalyst class is: 3. Product: [C:14]([Si:1]([C:8]1[CH:13]=[CH:12][CH:11]=[CH:10][CH:9]=1)([C:2]1[CH:7]=[CH:6][CH:5]=[CH:4][CH:3]=1)[O:18][C:19]1[CH:20]=[C:21]([C:25]([C:27]2[C:35]3[C:30](=[CH:31][CH:32]=[CH:33][CH:34]=3)[N:29]([CH2:39][CH:40]([CH3:42])[CH3:41])[N:28]=2)=[O:26])[CH:22]=[CH:23][CH:24]=1)([CH3:16])([CH3:17])[CH3:15]. (6) Reactant: [C:1](Cl)(Cl)=[S:2].[CH2:5]([NH:12][C@H:13]([C:16]([OH:18])=[O:17])[CH2:14][OH:15])[C:6]1[CH:11]=[CH:10][CH:9]=[CH:8][CH:7]=1.[CH2:19](N(CC)CC)C.[K+].[Br-]. Product: [CH3:19][O:17][C:16]([C@@H:13]1[CH2:14][O:15][C:1](=[S:2])[N:12]1[CH2:5][C:6]1[CH:11]=[CH:10][CH:9]=[CH:8][CH:7]=1)=[O:18]. The catalyst class is: 76. (7) Reactant: [NH2:1][C:2]1[N:7]=[CH:6][N:5]=[C:4]2[N:8]([CH:12]([C:14]3[C:15]([O:31][CH3:32])=[C:16]([CH:22]4[CH2:25][N:24]([C@H:26]([CH3:30])[C:27]([OH:29])=O)[CH2:23]4)[C:17]([CH3:21])=[C:18]([Cl:20])[CH:19]=3)[CH3:13])[N:9]=[C:10]([CH3:11])[C:3]=12.F[P-](F)(F)(F)(F)F.N1(O[P+](N(C)C)(N(C)C)[N:51]([CH3:53])[CH3:52])C2C=CC=CC=2N=N1.C(N(CC)CC)C.Cl.CNC. Product: [NH2:1][C:2]1[N:7]=[CH:6][N:5]=[C:4]2[N:8]([CH:12]([C:14]3[C:15]([O:31][CH3:32])=[C:16]([CH:22]4[CH2:25][N:24]([C@H:26]([CH3:30])[C:27]([N:51]([CH3:53])[CH3:52])=[O:29])[CH2:23]4)[C:17]([CH3:21])=[C:18]([Cl:20])[CH:19]=3)[CH3:13])[N:9]=[C:10]([CH3:11])[C:3]=12. The catalyst class is: 121. (8) Reactant: [N:1]1([S:11]([C:14]2[CH:15]=[C:16]([N:20]3[C:25](=[O:26])[C:24]4=[C:27]([C:30](OC)=[O:31])[S:28][CH:29]=[C:23]4[NH:22][C:21]3=[O:34])[CH:17]=[CH:18][CH:19]=2)(=[O:13])=[O:12])[C:10]2[C:5](=[CH:6][CH:7]=[CH:8][CH:9]=2)[CH2:4][CH2:3][CH2:2]1.[BH4-].[Li+]. Product: [N:1]1([S:11]([C:14]2[CH:15]=[C:16]([N:20]3[C:25](=[O:26])[C:24]4=[C:27]([CH2:30][OH:31])[S:28][CH:29]=[C:23]4[NH:22][C:21]3=[O:34])[CH:17]=[CH:18][CH:19]=2)(=[O:13])=[O:12])[C:10]2[C:5](=[CH:6][CH:7]=[CH:8][CH:9]=2)[CH2:4][CH2:3][CH2:2]1. The catalyst class is: 464. (9) Reactant: [Cl:1][C:2]1[CH:3]=[C:4]2[C:8](=[CH:9][CH:10]=1)[NH:7][C:6]([C:11]([N:13]1[CH2:18][CH2:17][NH:16][CH2:15][CH2:14]1)=[O:12])=[CH:5]2.Br[CH2:20][CH2:21][OH:22].C([O-])([O-])=O.[K+].[K+]. Product: [Cl:1][C:2]1[CH:3]=[C:4]2[C:8](=[CH:9][CH:10]=1)[NH:7][C:6]([C:11]([N:13]1[CH2:14][CH2:15][N:16]([CH2:20][CH2:21][OH:22])[CH2:17][CH2:18]1)=[O:12])=[CH:5]2. The catalyst class is: 23. (10) Reactant: C1(=O)[N:5]([O:6][CH2:7][C@H:8]2[O:12][C@@H:11]([N:13]3[CH:21]=[C:19]([CH3:20])[C:17](=[O:18])[NH:16][C:14]3=[O:15])[CH2:10][C@@H:9]2[O:22][Si:23]([C:36]([CH3:39])([CH3:38])[CH3:37])([C:30]2[CH:35]=[CH:34][CH:33]=[CH:32][CH:31]=2)[C:24]2[CH:29]=[CH:28][CH:27]=[CH:26][CH:25]=2)C(=O)C2=CC=CC=C12.CNN. Product: [NH2:5][O:6][CH2:7][C@H:8]1[O:12][C@@H:11]([N:13]2[CH:21]=[C:19]([CH3:20])[C:17](=[O:18])[NH:16][C:14]2=[O:15])[CH2:10][C@@H:9]1[O:22][Si:23]([C:36]([CH3:39])([CH3:38])[CH3:37])([C:30]1[CH:35]=[CH:34][CH:33]=[CH:32][CH:31]=1)[C:24]1[CH:25]=[CH:26][CH:27]=[CH:28][CH:29]=1. The catalyst class is: 2.